Dataset: Merck oncology drug combination screen with 23,052 pairs across 39 cell lines. Task: Regression. Given two drug SMILES strings and cell line genomic features, predict the synergy score measuring deviation from expected non-interaction effect. (1) Drug 1: CN(C)C(=N)N=C(N)N. Drug 2: Cn1nnc2c(C(N)=O)ncn2c1=O. Cell line: A2780. Synergy scores: synergy=-5.31. (2) Drug 1: COC12C(COC(N)=O)C3=C(C(=O)C(C)=C(N)C3=O)N1CC1NC12. Drug 2: CNC(=O)c1cc(Oc2ccc(NC(=O)Nc3ccc(Cl)c(C(F)(F)F)c3)cc2)ccn1. Cell line: SW620. Synergy scores: synergy=-32.5. (3) Drug 1: CCC1(O)C(=O)OCc2c1cc1n(c2=O)Cc2cc3c(CN(C)C)c(O)ccc3nc2-1. Drug 2: Cn1cc(-c2cnn3c(N)c(Br)c(C4CCCNC4)nc23)cn1. Cell line: HCT116. Synergy scores: synergy=12.2. (4) Drug 1: O=c1[nH]cc(F)c(=O)[nH]1. Drug 2: C=CCn1c(=O)c2cnc(Nc3ccc(N4CCN(C)CC4)cc3)nc2n1-c1cccc(C(C)(C)O)n1. Cell line: NCIH1650. Synergy scores: synergy=10.8. (5) Drug 1: CCN(CC)CCNC(=O)c1c(C)[nH]c(C=C2C(=O)Nc3ccc(F)cc32)c1C. Drug 2: CCc1c2c(nc3ccc(O)cc13)-c1cc3c(c(=O)n1C2)COC(=O)C3(O)CC. Cell line: CAOV3. Synergy scores: synergy=-1.68. (6) Synergy scores: synergy=-24.5. Cell line: LNCAP. Drug 1: O=c1[nH]cc(F)c(=O)[nH]1. Drug 2: NC(=O)c1cccc2cn(-c3ccc(C4CCCNC4)cc3)nc12. (7) Drug 1: Cn1c(=O)n(-c2ccc(C(C)(C)C#N)cc2)c2c3cc(-c4cnc5ccccc5c4)ccc3ncc21. Drug 2: NC1CCCCC1N.O=C(O)C(=O)O.[Pt+2]. Cell line: A375. Synergy scores: synergy=8.76. (8) Drug 1: N#Cc1ccc(Cn2cncc2CN2CCN(c3cccc(Cl)c3)C(=O)C2)cc1. Drug 2: O=C(O)C1(Cc2cccc(Nc3nccs3)n2)CCC(Oc2cccc(Cl)c2F)CC1. Cell line: OVCAR3. Synergy scores: synergy=-9.87. (9) Drug 1: C#Cc1cccc(Nc2ncnc3cc(OCCOC)c(OCCOC)cc23)c1. Drug 2: CCC1(O)C(=O)OCc2c1cc1n(c2=O)Cc2cc3c(CN(C)C)c(O)ccc3nc2-1. Cell line: RKO. Synergy scores: synergy=49.3.